This data is from Forward reaction prediction with 1.9M reactions from USPTO patents (1976-2016). The task is: Predict the product of the given reaction. (1) Given the reactants Cl[C:2]1[CH:7]=[N:6][CH:5]=[CH:4][N:3]=1.C([O-])([O-])=O.[K+].[K+].[CH2:14]([SH:21])[C:15]1[CH:20]=[CH:19][CH:18]=[CH:17][CH:16]=1, predict the reaction product. The product is: [CH2:14]([S:21][C:2]1[CH:7]=[N:6][CH:5]=[CH:4][N:3]=1)[C:15]1[CH:20]=[CH:19][CH:18]=[CH:17][CH:16]=1. (2) Given the reactants C[O:2]C(=O)C1C=CC=CC=1N.[F:12][C:13]1[CH:18]=[CH:17][C:16]([CH2:19][C:20](Cl)=[O:21])=[CH:15][CH:14]=1.O=S(Cl)Cl, predict the reaction product. The product is: [F:12][C:13]1[CH:18]=[CH:17][C:16]([CH2:19][C:20]([OH:21])=[O:2])=[CH:15][CH:14]=1.